This data is from Orexin1 receptor HTS with 218,158 compounds and 233 confirmed actives. The task is: Binary Classification. Given a drug SMILES string, predict its activity (active/inactive) in a high-throughput screening assay against a specified biological target. (1) The drug is Clc1c(OCC(=O)NCCN2CCOCC2)cc(Cl)c(Cl)c1. The result is 0 (inactive). (2) The result is 0 (inactive). The molecule is O1CC(=O)C(c2ccc([N+]([O-])=O)cc2)=C1N.